Task: Predict the reactants needed to synthesize the given product.. Dataset: Full USPTO retrosynthesis dataset with 1.9M reactions from patents (1976-2016) (1) The reactants are: CS([O:5][CH:6]1[CH2:9][N:8]([C:10]([C:12]2[O:13][C:14]([C:17]3[CH:22]=[CH:21][C:20]([O:23][CH3:24])=[CH:19][CH:18]=3)=[N:15][N:16]=2)=[O:11])[CH2:7]1)(=O)=O.O[C:26]1[CH:33]=[CH:32][C:29]([CH:30]=[O:31])=[C:28]([CH3:34])[CH:27]=1. Given the product [CH3:24][O:23][C:20]1[CH:21]=[CH:22][C:17]([C:14]2[O:13][C:12]([C:10]([N:8]3[CH2:9][CH:6]([O:5][C:26]4[CH:33]=[CH:32][C:29]([CH:30]=[O:31])=[C:28]([CH3:34])[CH:27]=4)[CH2:7]3)=[O:11])=[N:16][N:15]=2)=[CH:18][CH:19]=1, predict the reactants needed to synthesize it. (2) The reactants are: CC(C)([O-])C.[Na+].[C:7]([N:10]1[C:19]2[C:14](=[CH:15][C:16]([C:20]3[CH:30]=[CH:29][C:23]([C:24]([O:26][CH2:27][CH3:28])=[O:25])=[CH:22][CH:21]=3)=[CH:17][CH:18]=2)[C@H:13]([NH2:31])[CH2:12][C@@H:11]1[CH3:32])(=[O:9])[CH3:8].Br[C:34]1[CH:39]=[CH:38][CH:37]=[CH:36][N:35]=1.C1(P(C2CCCCC2)C2C=CC=CC=2C2C(N(C)C)=CC=CC=2)CCCCC1. Given the product [C:7]([N:10]1[C:19]2[C:14](=[CH:15][C:16]([C:20]3[CH:30]=[CH:29][C:23]([C:24]([O:26][CH2:27][CH3:28])=[O:25])=[CH:22][CH:21]=3)=[CH:17][CH:18]=2)[C@H:13]([NH:31][C:34]2[CH:39]=[CH:38][CH:37]=[CH:36][N:35]=2)[CH2:12][C@@H:11]1[CH3:32])(=[O:9])[CH3:8], predict the reactants needed to synthesize it. (3) Given the product [CH3:1][O:2][C:3]1[CH:4]=[C:5]([C:9]2([C:10]#[N:11])[CH2:19][CH2:18][CH2:17][CH2:16][CH2:15]2)[CH:6]=[CH:7][CH:8]=1, predict the reactants needed to synthesize it. The reactants are: [CH3:1][O:2][C:3]1[CH:4]=[C:5]([CH2:9][C:10]#[N:11])[CH:6]=[CH:7][CH:8]=1.[H-].[Na+].Br[CH2:15][CH2:16][CH2:17][CH2:18][CH2:19]Br.